Dataset: Full USPTO retrosynthesis dataset with 1.9M reactions from patents (1976-2016). Task: Predict the reactants needed to synthesize the given product. (1) Given the product [CH2:72]([S:79][C:2]1[CH:11]=[C:10]2[C:5]([C:6]([C:12]3[CH:17]=[CH:16][C:15]([C:18]([F:21])([F:20])[F:19])=[CH:14][C:13]=3[O:22][CH3:23])=[CH:7][N:8]=[N:9]2)=[CH:4][CH:3]=1)[C:73]1[CH:78]=[CH:77][CH:76]=[CH:75][CH:74]=1, predict the reactants needed to synthesize it. The reactants are: Cl[C:2]1[CH:11]=[C:10]2[C:5]([C:6]([C:12]3[CH:17]=[CH:16][C:15]([C:18]([F:21])([F:20])[F:19])=[CH:14][C:13]=3[O:22][CH3:23])=[CH:7][N:8]=[N:9]2)=[CH:4][CH:3]=1.CC1(C)C2C(=C(P(C3C=CC=CC=3)C3C=CC=CC=3)C=CC=2)OC2C(P(C3C=CC=CC=3)C3C=CC=CC=3)=CC=CC1=2.O1CCOCC1.[CH2:72]([SH:79])[C:73]1[CH:78]=[CH:77][CH:76]=[CH:75][CH:74]=1. (2) Given the product [CH2:30]([S:32]([N:1]1[CH2:5][CH2:4][C@@H:3]([NH:6][C:7]2[C:12]([C:13]3[N:14]=[C:15]4[CH:21]=[CH:20][N:19]([CH2:22][O:23][CH2:24][CH2:25][Si:26]([CH3:29])([CH3:28])[CH3:27])[C:16]4=[N:17][CH:18]=3)=[CH:11][CH:10]=[CH:9][N:8]=2)[CH2:2]1)(=[O:34])=[O:33])[CH3:31], predict the reactants needed to synthesize it. The reactants are: [NH:1]1[CH2:5][CH2:4][C@@H:3]([NH:6][C:7]2[C:12]([C:13]3[N:14]=[C:15]4[CH:21]=[CH:20][N:19]([CH2:22][O:23][CH2:24][CH2:25][Si:26]([CH3:29])([CH3:28])[CH3:27])[C:16]4=[N:17][CH:18]=3)=[CH:11][CH:10]=[CH:9][N:8]=2)[CH2:2]1.[CH2:30]([S:32](Cl)(=[O:34])=[O:33])[CH3:31]. (3) Given the product [CH:17]1[C:16]2[CH:15]([CH2:14][O:13][C:11]([NH:1][C@@H:2]([CH2:3][CH2:4][CH2:5][CH2:6][N:7]([CH2:35][C:31]3[N:30]([CH3:29])[CH:47]=[CH:49][N:32]=3)[CH2:35][C:31]3[N:30]([CH3:29])[CH:34]=[CH:33][N:32]=3)[C:8]([OH:10])=[O:9])=[O:12])[C:27]3[C:22](=[CH:23][CH:24]=[CH:25][CH:26]=3)[C:21]=2[CH:20]=[CH:19][CH:18]=1, predict the reactants needed to synthesize it. The reactants are: [NH:1]([C:11]([O:13][CH2:14][CH:15]1[C:27]2[C:22](=[CH:23][CH:24]=[CH:25][CH:26]=2)[C:21]2[C:16]1=[CH:17][CH:18]=[CH:19][CH:20]=2)=[O:12])[C@H:2]([C:8]([OH:10])=[O:9])[CH2:3][CH2:4][CH2:5][CH2:6][NH2:7].Cl.[CH3:29][N:30]1[CH:34]=[CH:33][N:32]=[C:31]1[CH:35]=O.[BH-](O[C:47]([CH3:49])=O)(OC(C)=O)OC(C)=O.[Na+].O. (4) Given the product [I:4][CH:1]=[CH:11][CH:6]1[CH2:7][C:8]([CH3:13])=[CH:9][CH2:10][O:5]1, predict the reactants needed to synthesize it. The reactants are: [CH:1]([I:4])(I)I.[O:5]1[CH:10]=[CH:9][CH:8]=[CH:7][CH:6]1[CH:11]=O.[CH2:13]1COCC1.